Predict the product of the given reaction. From a dataset of Forward reaction prediction with 1.9M reactions from USPTO patents (1976-2016). (1) Given the reactants [NH2:1][OH:2].[N:3]1([C:9]#[N:10])[CH2:8][CH2:7][O:6][CH2:5][CH2:4]1, predict the reaction product. The product is: [OH:2][NH:1][C:9]([N:3]1[CH2:8][CH2:7][O:6][CH2:5][CH2:4]1)=[NH:10]. (2) Given the reactants FC(F)(F)S(O[C:7]1[CH:12]=[CH:11][C:10]([P:13]2(=[O:20])[CH2:18][CH2:17][N:16]([CH3:19])[CH2:15][CH2:14]2)=[CH:9][CH:8]=1)(=O)=O.CN([CH:26]=[O:27])C.C1C=CC(P(C2C=CC=CC=2)CCCP(C2C=CC=CC=2)C2C=CC=CC=2)=CC=1.CCN(C(C)C)C(C)C.[OH2:66], predict the reaction product. The product is: [CH3:19][N:16]1[CH2:17][CH2:18][P:13]([C:10]2[CH:11]=[CH:12][C:7]([C:26]([OH:27])=[O:66])=[CH:8][CH:9]=2)(=[O:20])[CH2:14][CH2:15]1.